From a dataset of TCR-epitope binding with 47,182 pairs between 192 epitopes and 23,139 TCRs. Binary Classification. Given a T-cell receptor sequence (or CDR3 region) and an epitope sequence, predict whether binding occurs between them. (1) The epitope is GTSGSPIVNR. The TCR CDR3 sequence is CASSLGSAEAFF. Result: 1 (the TCR binds to the epitope). (2) The epitope is KLSYGIATV. The TCR CDR3 sequence is CASSFGTYEQYF. Result: 0 (the TCR does not bind to the epitope). (3) The epitope is ATDALMTGY. The TCR CDR3 sequence is CASSQPAGPSTDTQYF. Result: 0 (the TCR does not bind to the epitope). (4) The epitope is DATYQRTRALVR. The TCR CDR3 sequence is CASSMDSTDTQYF. Result: 0 (the TCR does not bind to the epitope). (5) The epitope is KLGGALQAK. The TCR CDR3 sequence is CASSLYLGQGANEQFF. Result: 1 (the TCR binds to the epitope). (6) The TCR CDR3 sequence is CASSQEEADTEAFF. Result: 1 (the TCR binds to the epitope). The epitope is FVDGVPFVV. (7) The epitope is GTITVEELK. The TCR CDR3 sequence is CASRVEWAAQETQYF. Result: 0 (the TCR does not bind to the epitope).